The task is: Regression. Given two drug SMILES strings and cell line genomic features, predict the synergy score measuring deviation from expected non-interaction effect.. This data is from NCI-60 drug combinations with 297,098 pairs across 59 cell lines. (1) Drug 1: CC1=C(C(=CC=C1)Cl)NC(=O)C2=CN=C(S2)NC3=CC(=NC(=N3)C)N4CCN(CC4)CCO. Drug 2: CC12CCC3C(C1CCC2OP(=O)(O)O)CCC4=C3C=CC(=C4)OC(=O)N(CCCl)CCCl.[Na+]. Cell line: SN12C. Synergy scores: CSS=18.4, Synergy_ZIP=-9.74, Synergy_Bliss=-12.2, Synergy_Loewe=-21.1, Synergy_HSA=-7.23. (2) Drug 1: C1CN1C2=NC(=NC(=N2)N3CC3)N4CC4. Drug 2: C1=CC(=C2C(=C1NCCNCCO)C(=O)C3=C(C=CC(=C3C2=O)O)O)NCCNCCO. Cell line: NCI-H322M. Synergy scores: CSS=4.64, Synergy_ZIP=-1.24, Synergy_Bliss=4.07, Synergy_Loewe=-9.97, Synergy_HSA=-0.302.